From a dataset of NCI-60 drug combinations with 297,098 pairs across 59 cell lines. Regression. Given two drug SMILES strings and cell line genomic features, predict the synergy score measuring deviation from expected non-interaction effect. Drug 1: C(=O)(N)NO. Drug 2: CC12CCC3C(C1CCC2O)C(CC4=C3C=CC(=C4)O)CCCCCCCCCS(=O)CCCC(C(F)(F)F)(F)F. Cell line: K-562. Synergy scores: CSS=-1.24, Synergy_ZIP=-2.02, Synergy_Bliss=-9.00, Synergy_Loewe=-3.46, Synergy_HSA=-7.52.